From a dataset of Experimentally validated miRNA-target interactions with 360,000+ pairs, plus equal number of negative samples. Binary Classification. Given a miRNA mature sequence and a target amino acid sequence, predict their likelihood of interaction. (1) The miRNA is mmu-miR-466k with sequence UGUGUGUGUACAUGUACAUGUGA. The protein sequence of the target gene is MELPAVNLKVILLVHWLLTTWGCLVFSSSYAWGNFTILALGVWAVAQRDSIDAIGMFLGGLVATIFLDIIYISIFYSSVATGDTGRFGAGMAILSLLLKPFSCCLVYHMHRERGGELPLRPDFFGPSQEHSAYQTIDSSSDAAADPFASLENKGQAVPRGY. Result: 1 (interaction). (2) The miRNA is hsa-miR-3190-3p with sequence UGUGGAAGGUAGACGGCCAGAGA. The protein sequence of the target gene is MLQGPRALASAAGQTPKVVPAMSPTELWPSGLSSPQLCPATATYYTPLYPQTAPPAAAPGTCLDATPHGPEGQVVRCLPAGRLPAKRKLDLEGIGRPVVPEFPTPKGKCIRVDGLPSPKTPKSPGEKTRYDTSLGLLTKKFIYLLSESEDGVLDLNWAAEVLDVQKRRIYDITNVLEGIQLIRKKAKNNIQWVGRGMFEDPTRPGKQQQLGQELKELMNTEQALDQLIQSCSLSFKHLTEDKANKRLAYVTYQDIRAVGNFKEQTVIAVKAPPQTRLEVPDRTEDNLQIYLKSTQGPIEV.... Result: 1 (interaction).